From a dataset of NCI-60 drug combinations with 297,098 pairs across 59 cell lines. Regression. Given two drug SMILES strings and cell line genomic features, predict the synergy score measuring deviation from expected non-interaction effect. (1) Synergy scores: CSS=-2.36, Synergy_ZIP=-0.204, Synergy_Bliss=-4.15, Synergy_Loewe=-5.46, Synergy_HSA=-6.11. Drug 2: CCCCCOC(=O)NC1=NC(=O)N(C=C1F)C2C(C(C(O2)C)O)O. Cell line: HS 578T. Drug 1: CCC(=C(C1=CC=CC=C1)C2=CC=C(C=C2)OCCN(C)C)C3=CC=CC=C3.C(C(=O)O)C(CC(=O)O)(C(=O)O)O. (2) Drug 1: CN(C)C1=NC(=NC(=N1)N(C)C)N(C)C. Drug 2: CCC1(CC2CC(C3=C(CCN(C2)C1)C4=CC=CC=C4N3)(C5=C(C=C6C(=C5)C78CCN9C7C(C=CC9)(C(C(C8N6C)(C(=O)OC)O)OC(=O)C)CC)OC)C(=O)OC)O.OS(=O)(=O)O. Cell line: M14. Synergy scores: CSS=6.52, Synergy_ZIP=-5.23, Synergy_Bliss=-4.39, Synergy_Loewe=-47.4, Synergy_HSA=-7.15. (3) Drug 1: C1CN1P(=S)(N2CC2)N3CC3. Drug 2: CC1CCC2CC(C(=CC=CC=CC(CC(C(=O)C(C(C(=CC(C(=O)CC(OC(=O)C3CCCCN3C(=O)C(=O)C1(O2)O)C(C)CC4CCC(C(C4)OC)O)C)C)O)OC)C)C)C)OC. Cell line: 786-0. Synergy scores: CSS=15.6, Synergy_ZIP=-5.26, Synergy_Bliss=2.63, Synergy_Loewe=-27.5, Synergy_HSA=0.208. (4) Drug 1: C1=CC(=CC=C1C#N)C(C2=CC=C(C=C2)C#N)N3C=NC=N3. Drug 2: CC1=C2C(C(=O)C3(C(CC4C(C3C(C(C2(C)C)(CC1OC(=O)C(C(C5=CC=CC=C5)NC(=O)C6=CC=CC=C6)O)O)OC(=O)C7=CC=CC=C7)(CO4)OC(=O)C)O)C)OC(=O)C. Cell line: HS 578T. Synergy scores: CSS=7.62, Synergy_ZIP=1.11, Synergy_Bliss=-1.37, Synergy_Loewe=-15.7, Synergy_HSA=-6.38. (5) Drug 1: C(CN)CNCCSP(=O)(O)O. Drug 2: CC1C(C(CC(O1)OC2CC(CC3=C2C(=C4C(=C3O)C(=O)C5=CC=CC=C5C4=O)O)(C(=O)C)O)N)O. Cell line: SF-268. Synergy scores: CSS=32.0, Synergy_ZIP=0.605, Synergy_Bliss=-1.07, Synergy_Loewe=-38.5, Synergy_HSA=-1.63.